This data is from Full USPTO retrosynthesis dataset with 1.9M reactions from patents (1976-2016). The task is: Predict the reactants needed to synthesize the given product. (1) Given the product [NH2:1][C:2]1[CH:7]=[C:6]([C:8]#[N:9])[C:5]([Cl:10])=[CH:4][N:3]=1, predict the reactants needed to synthesize it. The reactants are: [NH2:1][C:2]1[CH:7]=[C:6]([C:8]#[N:9])[CH:5]=[CH:4][N:3]=1.[Cl:10]N1C(=O)CCC1=O.C(=O)([O-])O.[Na+]. (2) Given the product [CH3:1][N:2]1[CH2:3][C@H:4]2[N:10]([C:11]([O:13][C:14]([CH3:17])([CH3:16])[CH3:15])=[O:12])[C@H:8]([CH2:7][CH:6]([C:18]([O:20][CH3:21])=[O:19])[CH2:5]2)[CH2:9]1, predict the reactants needed to synthesize it. The reactants are: [CH3:1][N:2]1[CH2:9][C@H:8]2[N:10]([C:11]([O:13][C:14]([CH3:17])([CH3:16])[CH3:15])=[O:12])[C@H:4]([CH2:5][C:6]([C:18]([O:20][CH3:21])=[O:19])=[CH:7]2)[CH2:3]1.[H][H].